Dataset: Full USPTO retrosynthesis dataset with 1.9M reactions from patents (1976-2016). Task: Predict the reactants needed to synthesize the given product. (1) Given the product [OH:17][C@H:15]([C:18]1[CH:19]=[C:20]([CH:36]=[CH:37][CH:38]=1)[CH2:21][N:23]1[CH2:24][CH2:25][N:26]([C:29]([O:31][C:32]([CH3:33])([CH3:35])[CH3:34])=[O:30])[CH2:27][CH2:28]1)[CH3:16], predict the reactants needed to synthesize it. The reactants are: N#N.C(N(CC)C1C=CC=CC=1)C.B.[C:15]([C:18]1[CH:19]=[C:20]([CH:36]=[CH:37][CH:38]=1)[C:21]([N:23]1[CH2:28][CH2:27][N:26]([C:29]([O:31][C:32]([CH3:35])([CH3:34])[CH3:33])=[O:30])[CH2:25][CH2:24]1)=O)(=[O:17])[CH3:16].Cl. (2) Given the product [C:19]([O:18][C:16]([NH:15][C@H:11]([C:12](=[O:14])[NH:33][C@@H:34]([C:35](=[O:36])[NH:37][C:38]1[CH:39]=[C:40]2[C:45](=[CH:46][CH:47]=1)[N:44]=[CH:43][CH:42]=[CH:41]2)[CH2:48][CH2:49][C:50]1[CH:55]=[CH:54][C:53]([C:56]([F:59])([F:58])[F:57])=[CH:52][CH:51]=1)[CH2:10][C:9]([O:8][CH2:1][C:2]1[CH:3]=[CH:4][CH:5]=[CH:6][CH:7]=1)=[O:23])=[O:17])([CH3:22])([CH3:21])[CH3:20], predict the reactants needed to synthesize it. The reactants are: [CH2:1]([O:8][C:9](=[O:23])[CH2:10][C@H:11]([NH:15][C:16]([O:18][C:19]([CH3:22])([CH3:21])[CH3:20])=[O:17])[C:12]([OH:14])=O)[C:2]1[CH:7]=[CH:6][CH:5]=[CH:4][CH:3]=1.CCN(C(C)C)C(C)C.[NH2:33][C@H:34]([CH2:48][CH2:49][C:50]1[CH:55]=[CH:54][C:53]([C:56]([F:59])([F:58])[F:57])=[CH:52][CH:51]=1)[C:35]([NH:37][C:38]1[CH:39]=[C:40]2[C:45](=[CH:46][CH:47]=1)[N:44]=[CH:43][CH:42]=[CH:41]2)=[O:36].CN(C(ON1N=NC2C=CC=CC1=2)=[N+](C)C)C.[B-](F)(F)(F)F. (3) Given the product [C:11]([C:2]1([NH:1][C:30](=[O:31])[CH2:29][C:22]2[C:21]([CH3:20])=[CH:26][C:25]([CH3:27])=[CH:24][C:23]=2[CH3:28])[CH2:3][CH2:4][N:5]([N:8]([CH3:9])[CH3:10])[CH2:6][CH2:7]1)#[N:12], predict the reactants needed to synthesize it. The reactants are: [NH2:1][C:2]1([C:11]#[N:12])[CH2:7][CH2:6][N:5]([N:8]([CH3:10])[CH3:9])[CH2:4][CH2:3]1.C(N(CC)CC)C.[CH3:20][C:21]1[CH:26]=[C:25]([CH3:27])[CH:24]=[C:23]([CH3:28])[C:22]=1[CH2:29][C:30](Cl)=[O:31].C(=O)(O)[O-].[Na+]. (4) Given the product [CH3:37][C:27]1[CH:26]=[C:25]([O:24][CH2:23]/[CH:22]=[C:21](\[C:18]2[CH:17]=[CH:16][C:15]([C:6]#[C:5][CH2:4][N:2]([CH3:3])[CH3:1])=[CH:20][CH:19]=2)/[C:38]2[CH:43]=[CH:42][C:41]([C:44]([F:47])([F:46])[F:45])=[CH:40][CH:39]=2)[CH:36]=[CH:35][C:28]=1[O:29][CH2:30][C:31]([O:33][CH3:34])=[O:32], predict the reactants needed to synthesize it. The reactants are: [CH3:1][N:2]([CH2:4][C:5]#[CH:6])[CH3:3].C(NC(C)C)(C)C.I[C:15]1[CH:20]=[CH:19][C:18](/[C:21](/[C:38]2[CH:43]=[CH:42][C:41]([C:44]([F:47])([F:46])[F:45])=[CH:40][CH:39]=2)=[CH:22]\[CH2:23][O:24][C:25]2[CH:36]=[CH:35][C:28]([O:29][CH2:30][C:31]([O:33][CH3:34])=[O:32])=[C:27]([CH3:37])[CH:26]=2)=[CH:17][CH:16]=1. (5) Given the product [F:1][C:2]1[C:3]([CH3:40])=[C:4]([CH:37]=[CH:38][CH:39]=1)[O:5][C:6]1[C:15]([C:14]([NH:13][CH2:17][C:18]2[CH:19]=[CH:20][C:21]([O:24][CH3:25])=[CH:22][CH:23]=2)=[O:16])=[C:10]([NH:11][C:27]2[CH:32]=[CH:31][C:30]([I:33])=[CH:29][C:28]=2[F:34])[N:9]([CH3:35])[C:8](=[O:36])[CH:7]=1, predict the reactants needed to synthesize it. The reactants are: [F:1][C:2]1[C:3]([CH3:40])=[C:4]([CH:37]=[CH:38][CH:39]=1)[O:5][C:6]1[C:15]2[C:14](=[O:16])[N:13]([CH2:17][C:18]3[CH:23]=[CH:22][C:21]([O:24][CH3:25])=[CH:20][CH:19]=3)C(=O)[N:11]([C:27]3[CH:32]=[CH:31][C:30]([I:33])=[CH:29][C:28]=3[F:34])[C:10]=2[N:9]([CH3:35])[C:8](=[O:36])[CH:7]=1.[OH-].[Li+].ClCCl. (6) The reactants are: [CH2:1]([C:5]1[CH:10]=[CH:9][C:8]([NH:11]C(=O)C)=[CH:7][CH:6]=1)[CH2:2][CH2:3][CH3:4].C(Cl)Cl.N1C=CC=CC=1.[CH3:24][C:25]1[CH:33]=[CH:32][C:31]([S:34](Cl)(=[O:36])=[O:35])=[CH:30][C:26]=1[C:27]([OH:29])=[O:28]. Given the product [CH2:1]([C:5]1[CH:6]=[CH:7][C:8]([NH:11][S:34]([C:31]2[CH:32]=[CH:33][C:25]([CH3:24])=[C:26]([CH:30]=2)[C:27]([OH:29])=[O:28])(=[O:36])=[O:35])=[CH:9][CH:10]=1)[CH2:2][CH2:3][CH3:4], predict the reactants needed to synthesize it.